This data is from Catalyst prediction with 721,799 reactions and 888 catalyst types from USPTO. The task is: Predict which catalyst facilitates the given reaction. Reactant: [CH3:1][O:2][C:3](=[O:16])[C:4]1[CH:9]=[CH:8][C:7]([O:10][CH3:11])=[C:6]([O:12][CH2:13][CH2:14][NH2:15])[CH:5]=1.[C:17](Cl)(=[O:19])[CH3:18].C(N(CC)CC)C.C([O-])(O)=O.[Na+]. Product: [CH3:1][O:2][C:3](=[O:16])[C:4]1[CH:9]=[CH:8][C:7]([O:10][CH3:11])=[C:6]([O:12][CH2:13][CH2:14][NH:15][C:17](=[O:19])[CH3:18])[CH:5]=1. The catalyst class is: 2.